This data is from Reaction yield outcomes from USPTO patents with 853,638 reactions. The task is: Predict the reaction yield, written as a fraction of the theoretical maximum amount of product (1.0 means a 100% yield; for example, 0.34 means a 34% yield). (1) The reactants are [CH2:1]([N:8]([CH2:14][C:15]1[CH:20]=[CH:19][CH:18]=[CH:17][CH:16]=1)[C:9](=[O:13])[O:10][CH2:11]Cl)[C:2]1[CH:7]=[CH:6][CH:5]=[CH:4][CH:3]=1.[I-:21].[Na+].[Sn]. The catalyst is C(#N)C. The product is [CH2:1]([N:8]([CH2:14][C:15]1[CH:20]=[CH:19][CH:18]=[CH:17][CH:16]=1)[C:9](=[O:13])[O:10][CH2:11][I:21])[C:2]1[CH:7]=[CH:6][CH:5]=[CH:4][CH:3]=1. The yield is 0.820. (2) The reactants are B(F)(F)F.CCOCC.[CH2:10]([O:17][C@H:18]1[C@@H:23]([N:24]=[N+:25]=[N-:26])[C@@H:22]([CH2:27][O:28][CH2:29][C:30]2[CH:35]=[CH:34][CH:33]=[CH:32][CH:31]=2)[O:21][CH:20]=[CH:19]1)[C:11]1[CH:16]=[CH:15][CH:14]=[CH:13][CH:12]=1.[C:36]([OH:39])(=[O:38])[CH3:37].[C:40]([OH:43])(=[O:42])[CH3:41].IC1C=CC=CC=1.C(N(CC)CC)C. The catalyst is ClCCl. The product is [C:36]([O:39][C@@H:19]1[C@@H:18]([O:17][CH2:10][C:11]2[CH:12]=[CH:13][CH:14]=[CH:15][CH:16]=2)[C@@H:23]([N:24]=[N+:25]=[N-:26])[C@@H:22]([CH2:27][O:28][CH2:29][C:30]2[CH:35]=[CH:34][CH:33]=[CH:32][CH:31]=2)[O:21][C@H:20]1[O:43][C:40](=[O:42])[CH3:41])(=[O:38])[CH3:37]. The yield is 0.850. (3) The reactants are [Br:1][C:2]1[CH:3]=[C:4]([NH2:13])[C:5]([N:8]([CH2:10][CH2:11]Cl)[CH3:9])=[CH:6][CH:7]=1.C([O-])([O-])=O.[K+].[K+]. The catalyst is CN(C=O)C.O. The product is [Br:1][C:2]1[CH:3]=[C:4]2[C:5](=[CH:6][CH:7]=1)[N:8]([CH3:9])[CH2:10][CH2:11][NH:13]2. The yield is 1.00. (4) The product is [N:1]1[CH:2]=[CH:3][C:4]([C:7]2[C:16]3[C:11](=[CH:12][CH:13]=[C:14](/[CH:17]=[C:23]4/[C:22](=[O:24])[NH:21][C:20](=[O:25])[S:19]/4)[CH:15]=3)[N:10]=[CH:9][CH:8]=2)=[CH:5][CH:6]=1. The catalyst is CCO. The yield is 0.500. The reactants are [N:1]1[CH:6]=[CH:5][C:4]([C:7]2[C:16]3[C:11](=[CH:12][CH:13]=[C:14]([CH:17]=O)[CH:15]=3)[N:10]=[CH:9][CH:8]=2)=[CH:3][CH:2]=1.[S:19]1[CH2:23][C:22](=[O:24])[NH:21][C:20]1=[O:25].N1CCCCC1.C(O)(=O)C. (5) The reactants are [Cl:1][C:2]1[CH:3]=[C:4]([N:9]2[C:13](=[O:14])[C:12](=[O:15])[N:11]=[C:10]2[NH:16][C:17]([NH:19][CH:20]([CH3:22])[CH3:21])=[NH:18])[CH:5]=[CH:6][C:7]=1[Cl:8].[C:23]([O:27][C:28](O[C:28]([O:27][C:23]([CH3:26])([CH3:25])[CH3:24])=[O:29])=[O:29])([CH3:26])([CH3:25])[CH3:24]. The catalyst is C(Cl)(Cl)Cl.CN(C1C=CN=CC=1)C. The product is [Cl:1][C:2]1[CH:3]=[C:4]([N:9]2[C:13](=[O:14])[C:12](=[O:15])[NH:11][C:10]2=[N:16][C:17]([NH:19][CH:20]([CH3:22])[CH3:21])=[N:18][C:28]([O:27][C:23]([CH3:26])([CH3:25])[CH3:24])=[O:29])[CH:5]=[CH:6][C:7]=1[Cl:8]. The yield is 0.310.